From a dataset of Full USPTO retrosynthesis dataset with 1.9M reactions from patents (1976-2016). Predict the reactants needed to synthesize the given product. (1) The reactants are: [CH2:1]([C:4]1([CH3:32])[C:8]2[N:9]=[C:10]([C:20]3[CH:25]=[CH:24][C:23]([NH:26][C:27]([NH:29][CH2:30][CH3:31])=[O:28])=[CH:22][CH:21]=3)[N:11]=[C:12]([N:13]3[CH2:18][CH2:17][O:16][CH2:15][C@@H:14]3[CH3:19])[C:7]=2[CH2:6][O:5]1)[CH:2]=[CH2:3].N#N.[OH:35]O.[OH-].[Na+]. Given the product [CH2:30]([NH:29][C:27]([NH:26][C:23]1[CH:24]=[CH:25][C:20]([C:10]2[N:11]=[C:12]([N:13]3[CH2:18][CH2:17][O:16][CH2:15][C@@H:14]3[CH3:19])[C:7]3[CH2:6][O:5][C:4]([CH2:1][CH2:2][CH2:3][OH:35])([CH3:32])[C:8]=3[N:9]=2)=[CH:21][CH:22]=1)=[O:28])[CH3:31], predict the reactants needed to synthesize it. (2) Given the product [CH2:23]([O:30][C:31]1[CH:58]=[CH:57][C:56]([O:59][CH2:13][CH2:14][CH2:15][N:16]2[CH2:21][CH2:20][N:19]([CH3:22])[CH2:18][CH2:17]2)=[CH:55][C:32]=1[C:33]([NH:35][C:36]1[CH:48]=[C:47]([C:49]2[CH:54]=[CH:53][CH:52]=[CH:51][CH:50]=2)[CH:46]=[CH:45][C:37]=1[C:38]([O:40][C:41]([CH3:44])([CH3:43])[CH3:42])=[O:39])=[O:34])[C:24]1[CH:29]=[CH:28][CH:27]=[CH:26][CH:25]=1, predict the reactants needed to synthesize it. The reactants are: CN(C)C=O.C(=O)([O-])[O-].[K+].[K+].Br[CH2:13][CH2:14][CH2:15][N:16]1[CH2:21][CH2:20][N:19]([CH3:22])[CH2:18][CH2:17]1.[CH2:23]([O:30][C:31]1[CH:58]=[CH:57][C:56]([OH:59])=[CH:55][C:32]=1[C:33]([NH:35][C:36]1[CH:48]=[C:47]([C:49]2[CH:54]=[CH:53][CH:52]=[CH:51][CH:50]=2)[CH:46]=[CH:45][C:37]=1[C:38]([O:40][C:41]([CH3:44])([CH3:43])[CH3:42])=[O:39])=[O:34])[C:24]1[CH:29]=[CH:28][CH:27]=[CH:26][CH:25]=1.